From a dataset of Reaction yield outcomes from USPTO patents with 853,638 reactions. Predict the reaction yield, written as a fraction of the theoretical maximum amount of product (1.0 means a 100% yield; for example, 0.34 means a 34% yield). (1) The reactants are C[O:2][C:3]1[CH:8]=[C:7]([CH2:9][O:10][CH3:11])[C:6]([C:12]2[CH:17]=[CH:16][C:15]([O:18][CH3:19])=[CH:14][CH:13]=2)=[CH:5][N:4]=1.Br[CH2:21][C:22]1[CH:27]=[CH:26][C:25]([Cl:28])=[CH:24][C:23]=1[F:29]. No catalyst specified. The product is [Cl:28][C:25]1[CH:26]=[CH:27][C:22]([CH2:21][N:4]2[CH:5]=[C:6]([C:12]3[CH:17]=[CH:16][C:15]([O:18][CH3:19])=[CH:14][CH:13]=3)[C:7]([CH2:9][O:10][CH3:11])=[CH:8][C:3]2=[O:2])=[C:23]([F:29])[CH:24]=1. The yield is 0.0100. (2) The reactants are [CH2:1]1[C:10]2[C:5](=[CH:6][C:7]([C:11](=[O:13])[CH3:12])=[CH:8][CH:9]=2)[CH2:4][CH2:3][NH:2]1.Br[CH2:15][C:16]1[CH:21]=[CH:20][C:19]([O:22][CH2:23][CH:24]2[CH2:26][CH2:25]2)=[CH:18][CH:17]=1.C([O-])([O-])=O.[K+].[K+]. The catalyst is CN(C=O)C.O. The yield is 0.418. The product is [CH:24]1([CH2:23][O:22][C:19]2[CH:18]=[CH:17][C:16]([CH2:15][N:2]3[CH2:3][CH2:4][C:5]4[C:10](=[CH:9][CH:8]=[C:7]([C:11](=[O:13])[CH3:12])[CH:6]=4)[CH2:1]3)=[CH:21][CH:20]=2)[CH2:25][CH2:26]1. (3) No catalyst specified. The yield is 0.950. The product is [NH2:12][C:4]1[CH:5]=[C:6]([S:8]([CH3:11])(=[O:10])=[O:9])[CH:7]=[C:2]([Br:1])[C:3]=1[OH:15]. The reactants are [Br:1][C:2]1[CH:7]=[C:6]([S:8]([CH3:11])(=[O:10])=[O:9])[CH:5]=[C:4]([N+:12]([O-])=O)[C:3]=1[OH:15].C(O)C.